This data is from Full USPTO retrosynthesis dataset with 1.9M reactions from patents (1976-2016). The task is: Predict the reactants needed to synthesize the given product. (1) Given the product [CH2:1]([O:8][C:9]1[CH:10]=[CH:11][C:12]([C:15]2[C:16]3[CH2:26][C:25]4[C:20](=[CH:21][C:22]([O:29][CH2:30][CH2:31][N:32]5[CH2:37][CH2:36][CH2:35][CH2:34][CH2:33]5)=[C:23]([O:27][CH3:28])[CH:24]=4)[C:17]=3[N:18]([CH2:45][O:44][CH2:43][CH2:42][Si:41]([CH3:48])([CH3:47])[CH3:40])[N:19]=2)=[CH:13][CH:14]=1)[C:2]1[CH:3]=[CH:4][CH:5]=[CH:6][CH:7]=1, predict the reactants needed to synthesize it. The reactants are: [CH2:1]([O:8][C:9]1[CH:14]=[CH:13][C:12]([C:15]2[C:16]3[CH2:26][C:25]4[C:20](=[CH:21][C:22]([O:29][CH2:30][CH2:31][N:32]5[CH2:37][CH2:36][CH2:35][CH2:34][CH2:33]5)=[C:23]([O:27][CH3:28])[CH:24]=4)[C:17]=3[NH:18][N:19]=2)=[CH:11][CH:10]=1)[C:2]1[CH:7]=[CH:6][CH:5]=[CH:4][CH:3]=1.[H-].[Na+].[CH3:40][Si:41]([CH3:48])([CH3:47])[CH2:42][CH2:43][O:44][CH2:45]Cl. (2) Given the product [F:34]/[C:13](/[C:10]1[CH:11]=[CH:12][C:7]([C:2]2[N:3]=[CH:4][CH:5]=[CH:6][N:1]=2)=[CH:8][CH:9]=1)=[CH:14]\[CH:15]=[O:16], predict the reactants needed to synthesize it. The reactants are: [N:1]1[CH:6]=[CH:5][CH:4]=[N:3][C:2]=1[C:7]1[CH:12]=[CH:11][C:10]([C:13]#[C:14][CH:15]=[O:16])=[CH:9][CH:8]=1.CCCC[N+](CCCC)(CCCC)CCCC.[FH:34].F.[F-]. (3) The reactants are: [F:1][C:2]1[CH:7]=[C:6]([N:8]2[CH2:12][CH2:11][NH:10][C:9]2=[O:13])[CH:5]=[CH:4][C:3]=1[N:14]1[CH:19]=[C:18]([O:20][CH3:21])[C:17](=[O:22])[C:16]([C:23]2[N:27]([C:28]3[CH:33]=[CH:32][CH:31]=[CH:30][CH:29]=3)[N:26]=[CH:25][CH:24]=2)=[N:15]1.Cl[C:35]([F:40])([F:39])C([O-])=O.[Na+].C1OCCOCCOCCOCCOCCOC1. Given the product [F:39][CH:35]([F:40])[N:10]1[CH2:11][CH2:12][N:8]([C:6]2[CH:5]=[CH:4][C:3]([N:14]3[CH:19]=[C:18]([O:20][CH3:21])[C:17](=[O:22])[C:16]([C:23]4[N:27]([C:28]5[CH:29]=[CH:30][CH:31]=[CH:32][CH:33]=5)[N:26]=[CH:25][CH:24]=4)=[N:15]3)=[C:2]([F:1])[CH:7]=2)[C:9]1=[O:13], predict the reactants needed to synthesize it. (4) Given the product [F:41][C:2]([F:1])([C:30]1[C:35]([F:36])=[CH:34][C:33]([C:37]([F:38])([F:39])[F:40])=[CH:32][N:31]=1)[CH2:3][N:4]1[CH2:5][CH2:6][CH:7]([NH:10][C:11]2[C:12]3[CH:19]=[CH:18][NH:17][C:13]=3[N:14]=[CH:15][N:16]=2)[CH2:8][CH2:9]1, predict the reactants needed to synthesize it. The reactants are: [F:1][C:2]([F:41])([C:30]1[C:35]([F:36])=[CH:34][C:33]([C:37]([F:40])([F:39])[F:38])=[CH:32][N:31]=1)[CH2:3][N:4]1[CH2:9][CH2:8][CH:7]([NH:10][C:11]2[C:12]3[CH:19]=[CH:18][N:17](S(C4C=CC(C)=CC=4)(=O)=O)[C:13]=3[N:14]=[CH:15][N:16]=2)[CH2:6][CH2:5]1.[OH-].[Na+]. (5) Given the product [Br:5][C:6]1[CH:11]=[C:10]([CH:12]([Cl:3])[C:14]2[C:19]([F:20])=[CH:18][CH:17]=[C:16]([F:21])[C:15]=2[F:22])[C:9]([Cl:23])=[CH:8][N:7]=1, predict the reactants needed to synthesize it. The reactants are: S(Cl)([Cl:3])=O.[Br:5][C:6]1[CH:11]=[C:10]([CH:12]([C:14]2[C:19]([F:20])=[CH:18][CH:17]=[C:16]([F:21])[C:15]=2[F:22])O)[C:9]([Cl:23])=[CH:8][N:7]=1. (6) Given the product [Cl:28][C:14]1[CH:15]=[C:16]2[C:21](=[CH:22][C:13]=1[O:12][C:11]1[CH:29]=[CH:30][C:8]([C:6]([OH:7])=[O:5])=[CH:9][CH:10]=1)[O:20][CH2:19][CH2:18][CH:17]2[C:23]([O:25][CH2:26][CH3:27])=[O:24], predict the reactants needed to synthesize it. The reactants are: C([O:5][C:6]([C:8]1[CH:30]=[CH:29][C:11]([O:12][C:13]2[CH:22]=[C:21]3[C:16]([CH:17]([C:23]([O:25][CH2:26][CH3:27])=[O:24])[CH2:18][CH2:19][O:20]3)=[CH:15][C:14]=2[Cl:28])=[CH:10][CH:9]=1)=[O:7])(C)(C)C.C(OCC)(=O)C. (7) Given the product [Br:1][C:2]1[CH:11]=[CH:10][C:9]([OH:12])=[C:8]2[C:3]=1[CH2:4][C@H:5]([C:13]([O:15][CH3:21])=[O:14])[NH:6][CH2:7]2, predict the reactants needed to synthesize it. The reactants are: [Br:1][C:2]1[CH:11]=[CH:10][C:9]([OH:12])=[C:8]2[C:3]=1[CH2:4][C@H:5]([C:13]([OH:15])=[O:14])[NH:6][CH2:7]2.S(=O)(=O)(O)O.[CH3:21]O.